This data is from Catalyst prediction with 721,799 reactions and 888 catalyst types from USPTO. The task is: Predict which catalyst facilitates the given reaction. Reactant: [CH:1]1([NH:7][C:8](=[O:18])[C@H:9]([CH2:11][C:12]2[CH:17]=[CH:16][CH:15]=[CH:14][CH:13]=2)[NH2:10])[CH2:6][CH2:5][CH2:4][CH2:3][CH2:2]1.[CH2:19]1[CH2:25][S:22](=[O:24])(=[O:23])[O:21][CH2:20]1. Product: [CH2:11]([C@H:9]([NH:10][CH2:20][CH2:19][CH2:25][S:22]([OH:24])(=[O:23])=[O:21])[C:8]([NH:7][CH:1]1[CH2:6][CH2:5][CH2:4][CH2:3][CH2:2]1)=[O:18])[C:12]1[CH:13]=[CH:14][CH:15]=[CH:16][CH:17]=1. The catalyst class is: 7.